From a dataset of Reaction yield outcomes from USPTO patents with 853,638 reactions. Predict the reaction yield, written as a fraction of the theoretical maximum amount of product (1.0 means a 100% yield; for example, 0.34 means a 34% yield). (1) The reactants are [F:1][C:2]1[CH:24]=[C:23]([F:25])[CH:22]=[CH:21][C:3]=1[O:4][C:5]1[CH:6]=[C:7]2[C:11](=[CH:12][C:13]=1[C:14](O)=[O:15])[N:10]([CH2:17][CH:18]([CH3:20])[CH3:19])[N:9]=[CH:8]2.C1C=CC2N(O)N=NC=2C=1.CCN=C=NCCCN(C)C.Cl.Cl.[NH2:49][C@@H:50]([CH2:55][CH2:56][N:57]([CH3:59])[CH3:58])[C:51]([O:53][CH3:54])=[O:52].C(N(CC)CC)C. The catalyst is ClC(Cl)C.ClCCl. The product is [F:1][C:2]1[CH:24]=[C:23]([F:25])[CH:22]=[CH:21][C:3]=1[O:4][C:5]1[CH:6]=[C:7]2[C:11](=[CH:12][C:13]=1[C:14]([NH:49][C@@H:50]([CH2:55][CH2:56][N:57]([CH3:59])[CH3:58])[C:51]([O:53][CH3:54])=[O:52])=[O:15])[N:10]([CH2:17][CH:18]([CH3:20])[CH3:19])[N:9]=[CH:8]2. The yield is 0.710. (2) The reactants are Br[C:2]1[N:3]=[C:4]([CH:26]([C:40]2[CH:45]=[C:44]([O:46][CH2:47][CH3:48])[CH:43]=[C:42]([O:49][CH:50]([CH3:52])[CH3:51])[C:41]=2[F:53])[NH:27][C:28]2[CH:33]=[CH:32][C:31]([C:34]3[N:38]=[C:37]([CH3:39])[O:36][N:35]=3)=[CH:30][CH:29]=2)[N:5]([C:7]([C:20]2[CH:25]=[CH:24][CH:23]=[CH:22][CH:21]=2)([C:14]2[CH:19]=[CH:18][CH:17]=[CH:16][CH:15]=2)[C:8]2[CH:13]=[CH:12][CH:11]=[CH:10][CH:9]=2)[CH:6]=1.[NH:54]1[CH:58]=[C:57](B(O)O)[CH:56]=[N:55]1. No catalyst specified. The product is [NH:54]1[CH:58]=[C:57]([C:2]2[N:3]=[C:4]([CH:26]([C:40]3[CH:45]=[C:44]([O:46][CH2:47][CH3:48])[CH:43]=[C:42]([O:49][CH:50]([CH3:52])[CH3:51])[C:41]=3[F:53])[NH:27][C:28]3[CH:29]=[CH:30][C:31]([C:34]4[N:38]=[C:37]([CH3:39])[O:36][N:35]=4)=[CH:32][CH:33]=3)[N:5]([C:7]([C:14]3[CH:19]=[CH:18][CH:17]=[CH:16][CH:15]=3)([C:8]3[CH:13]=[CH:12][CH:11]=[CH:10][CH:9]=3)[C:20]3[CH:21]=[CH:22][CH:23]=[CH:24][CH:25]=3)[CH:6]=2)[CH:56]=[N:55]1. The yield is 0.200. (3) The reactants are [OH:1][CH2:2][C:3]#[C:4][C:5]1[NH:24][C:8]2[N:9]=[CH:10][N:11]=[C:12]([NH:13][C:14]3[CH:23]=[CH:22][C:17]4[NH:18][C:19](=[O:21])[S:20][C:16]=4[CH:15]=3)[C:7]=2[CH:6]=1.C(O)C. The catalyst is [Pd].O1CCCC1. The product is [OH:1][CH2:2][CH2:3][CH2:4][C:5]1[NH:24][C:8]2[N:9]=[CH:10][N:11]=[C:12]([NH:13][C:14]3[CH:23]=[CH:22][C:17]4[NH:18][C:19](=[O:21])[S:20][C:16]=4[CH:15]=3)[C:7]=2[CH:6]=1. The yield is 0.0400. (4) The reactants are [CH2:1]([N:5]([C:15]1[S:16][C:17]([C:20]2[CH:25]=[C:24]([CH3:26])[N:23]=[C:22](Cl)[CH:21]=2)=[N:18][N:19]=1)[C:6](=[O:14])[C:7]1[CH:12]=[CH:11][CH:10]=[CH:9][C:8]=1[F:13])[CH2:2][CH2:3][CH3:4].Cl. The catalyst is C(O)C.O1CCOCC1.[Pd]. The product is [CH2:1]([N:5]([C:15]1[S:16][C:17]([C:20]2[CH:21]=[CH:22][N:23]=[C:24]([CH3:26])[CH:25]=2)=[N:18][N:19]=1)[C:6](=[O:14])[C:7]1[CH:12]=[CH:11][CH:10]=[CH:9][C:8]=1[F:13])[CH2:2][CH2:3][CH3:4]. The yield is 0.650. (5) The reactants are [Cl:1][C:2]1[CH:3]=[CH:4][C:5](I)=[C:6]([CH:12]=1)[C:7]([O:9][CH2:10][CH3:11])=[O:8].[N:14]1[C:23]2[C:18](=[CH:19][C:20](B(O)O)=[CH:21][CH:22]=2)[CH:17]=[CH:16][CH:15]=1.C([O-])([O-])=O.[K+].[K+].C(COC)OC. The catalyst is C1C=CC([P]([Pd]([P](C2C=CC=CC=2)(C2C=CC=CC=2)C2C=CC=CC=2)([P](C2C=CC=CC=2)(C2C=CC=CC=2)C2C=CC=CC=2)[P](C2C=CC=CC=2)(C2C=CC=CC=2)C2C=CC=CC=2)(C2C=CC=CC=2)C2C=CC=CC=2)=CC=1.O. The product is [Cl:1][C:2]1[CH:3]=[CH:4][C:5]([C:20]2[CH:19]=[C:18]3[C:23](=[CH:22][CH:21]=2)[N:14]=[CH:15][CH:16]=[CH:17]3)=[C:6]([CH:12]=1)[C:7]([O:9][CH2:10][CH3:11])=[O:8]. The yield is 0.390. (6) The reactants are [CH2:1]([O:8][C:9](=[O:24])[NH:10][C:11]1[CH:16]=[CH:15][CH:14]=[C:13]([CH2:17][C:18](N(OC)C)=[O:19])[CH:12]=1)[C:2]1[CH:7]=[CH:6][CH:5]=[CH:4][CH:3]=1.[CH:25]([Mg]Br)=[CH2:26]. The catalyst is C1COCC1. The product is [CH2:1]([O:8][C:9](=[O:24])[NH:10][C:11]1[CH:16]=[CH:15][CH:14]=[C:13]([CH2:17][C:18](=[O:19])[CH:25]=[CH2:26])[CH:12]=1)[C:2]1[CH:3]=[CH:4][CH:5]=[CH:6][CH:7]=1. The yield is 0.780.